From a dataset of Full USPTO retrosynthesis dataset with 1.9M reactions from patents (1976-2016). Predict the reactants needed to synthesize the given product. (1) Given the product [CH2:60]([C:59]1[N:58]([C:64]2[CH:65]=[CH:66][C:67]([O:70][C:71]3[CH:76]=[CH:75][C:74]([Cl:77])=[CH:73][CH:72]=3)=[CH:68][CH:69]=2)[N:57]=[C:56]([C:78]([O:80][CH2:81][CH3:82])=[O:79])[C:55]=1[C:52]1[CH:53]=[CH:54][C:49]([C:47]([OH:48])=[O:46])=[CH:50][C:51]=1[C:83]([N:85]1[CH2:94][CH2:93][C:92]2[C:87](=[CH:88][CH:89]=[CH:90][CH:91]=2)[CH2:86]1)=[O:84])[CH2:61][CH2:62][CH3:63], predict the reactants needed to synthesize it. The reactants are: C(C1N(C2C=CC=CC=2)N=C(C(OCC)=O)C=1C1C=CC(C(O)=O)=CC=1C(N1CCC2C(=CC=CC=2)C1)=O)CCC.C([O:46][C:47]([C:49]1[CH:54]=[CH:53][C:52]([C:55]2[C:56]([C:78]([O:80][CH2:81][CH3:82])=[O:79])=[N:57][N:58]([C:64]3[CH:69]=[CH:68][C:67]([O:70][C:71]4[CH:76]=[CH:75][C:74]([Cl:77])=[CH:73][CH:72]=4)=[CH:66][CH:65]=3)[C:59]=2[CH2:60][CH2:61][CH2:62][CH3:63])=[C:51]([C:83]([N:85]2[CH2:94][CH2:93][C:92]3[C:87](=[CH:88][CH:89]=[CH:90][CH:91]=3)[CH2:86]2)=[O:84])[CH:50]=1)=[O:48])(C)(C)C. (2) The reactants are: [C:1]([NH:4][NH:5][C:6](=O)[CH2:7][C@@:8]1([C:24]2[CH:29]=[CH:28][CH:27]=[CH:26][CH:25]=2)[O:13][C:12](=[O:14])[N:11]([C@H:15]([C:17]2[CH:22]=[CH:21][C:20]([Br:23])=[CH:19][CH:18]=2)[CH3:16])[CH2:10][CH2:9]1)(=[O:3])[CH3:2].N1C=CC=CC=1.S(OS(C(F)(F)F)(=O)=O)(C(F)(F)F)(=O)=O. Given the product [Br:23][C:20]1[CH:19]=[CH:18][C:17]([C@@H:15]([N:11]2[CH2:10][CH2:9][C@:8]([CH2:7][C:6]3[O:3][C:1]([CH3:2])=[N:4][N:5]=3)([C:24]3[CH:29]=[CH:28][CH:27]=[CH:26][CH:25]=3)[O:13][C:12]2=[O:14])[CH3:16])=[CH:22][CH:21]=1, predict the reactants needed to synthesize it. (3) Given the product [CH2:1]([O:5][C:6]([C:8]1[N:9]=[CH:10][C:11]2[C:16]([C:17]=1[OH:18])=[CH:15][CH:14]=[C:13]([O:19][CH:20]1[CH2:25][CH2:24][CH2:23][CH2:22][CH2:21]1)[CH:12]=2)=[O:7])[CH2:2][CH2:3][CH3:4], predict the reactants needed to synthesize it. The reactants are: [CH2:1]([O:5][C:6]([C:8]1[N:9]=[C:10](Br)[C:11]2[C:16]([C:17]=1[OH:18])=[CH:15][CH:14]=[C:13]([O:19][CH:20]1[CH2:25][CH2:24][CH2:23][CH2:22][CH2:21]1)[CH:12]=2)=[O:7])[CH2:2][CH2:3][CH3:4].C([O-])=O.[NH4+]. (4) Given the product [C:13]([C:3]1[CH:4]=[C:5]([Br:12])[C:6]([C:8]([F:9])([F:10])[F:11])=[CH:7][C:2]=1[NH:1][C:25](=[O:26])[C:24]([F:35])([F:34])[F:23])(=[O:15])[CH3:14], predict the reactants needed to synthesize it. The reactants are: [NH2:1][C:2]1[CH:7]=[C:6]([C:8]([F:11])([F:10])[F:9])[C:5]([Br:12])=[CH:4][C:3]=1[C:13](=[O:15])[CH3:14].C(N(CC)CC)C.[F:23][C:24]([F:35])([F:34])[C:25](O[C:25](=[O:26])[C:24]([F:35])([F:34])[F:23])=[O:26].O. (5) Given the product [Cl:27][C:28]1[CH:33]=[CH:32][C:31]([F:37])=[C:30]([C:12]2[CH:11]=[CH:10][C:9]([CH2:8][C@@H:7]([NH:16][C:17]([C:19]3[N:20]=[N:21][N:22]([OH:24])[CH:23]=3)=[O:18])[CH2:6][C@@H:5]([OH:25])[C:4]([OH:3])=[O:26])=[CH:14][CH:13]=2)[CH:29]=1, predict the reactants needed to synthesize it. The reactants are: C([O:3][C:4](=[O:26])[C@H:5]([OH:25])[CH2:6][C@H:7]([NH:16][C:17]([C:19]1[N:20]=[N:21][N:22]([OH:24])[CH:23]=1)=[O:18])[CH2:8][C:9]1[CH:14]=[CH:13][C:12](Br)=[CH:11][CH:10]=1)C.[Cl:27][C:28]1[CH:29]=[CH:30][C:31]([F:37])=[C:32](B(O)O)[CH:33]=1.C([O-])([O-])=O.[K+].[K+].CCO.O.[Li+].[OH-]. (6) Given the product [CH3:9][C:10]([CH3:17])([CH:11]=[CH2:12])[CH:1]([C:2]1[CH:7]=[CH:6][CH:5]=[CH:4][CH:3]=1)[OH:8], predict the reactants needed to synthesize it. The reactants are: [CH:1](=[O:8])[C:2]1[CH:7]=[CH:6][CH:5]=[CH:4][CH:3]=1.[CH3:9][CH:10]([CH3:17])[CH:11]=[CH:12]CC([O-])=O.O.CCN(CC)CC.CC1C(C)=C(C)C(C)=C(C)C=1C. (7) Given the product [CH2:1]([O:8][N:9]=[C:10]1[CH2:14][N:13]([C:15]([NH:25][CH2:28][CH2:29][CH2:30][CH2:31][CH3:32])=[O:17])[C@H:12]([C:22]([NH:48][C:44]2[CH:45]=[CH:46][C:47]3[N:35]([CH2:33][CH3:34])[C:36]4[C:41]([C:42]=3[CH:43]=2)=[CH:40][CH:39]=[CH:38][CH:37]=4)=[O:24])[CH2:11]1)[C:2]1[CH:3]=[CH:4][CH:5]=[CH:6][CH:7]=1, predict the reactants needed to synthesize it. The reactants are: [CH2:1]([O:8][N:9]=[C:10]1[CH2:14][N:13]([C:15]([O:17]C(C)(C)C)=O)[C@H:12]([C:22]([OH:24])=O)[CH2:11]1)[C:2]1[CH:7]=[CH:6][CH:5]=[CH:4][CH:3]=1.[N:25]([CH2:28][CH2:29][CH2:30][CH2:31][CH3:32])=C=O.[CH2:33]([N:35]1[C:47]2[CH:46]=[CH:45][C:44]([NH2:48])=[CH:43][C:42]=2[C:41]2[C:36]1=[CH:37][CH:38]=[CH:39][CH:40]=2)[CH3:34]. (8) Given the product [CH3:18][C:17]1[NH:15][N:14]=[C:12]([C:10]2[O:11][C:7]([C:1]3[CH:6]=[CH:5][CH:4]=[CH:3][CH:2]=3)=[N:8][N:9]=2)[N:19]=1, predict the reactants needed to synthesize it. The reactants are: [C:1]1([C:7]2[O:11][C:10]([C:12]([NH:14][NH2:15])=O)=[N:9][N:8]=2)[CH:6]=[CH:5][CH:4]=[CH:3][CH:2]=1.Cl.[C:17](N)(=[NH:19])[CH3:18].C1(C)C(C)=CC=CC=1. (9) Given the product [CH:1]1([CH:4]([C:6]2[CH:11]=[CH:10][CH:9]=[C:8]([CH:12]([CH3:14])[CH3:13])[C:7]=2[O:15][CH2:23][C:24]([O:26][CH2:27][CH3:28])=[O:25])[CH3:5])[CH2:3][CH2:2]1, predict the reactants needed to synthesize it. The reactants are: [CH:1]1([CH:4]([C:6]2[CH:11]=[CH:10][CH:9]=[C:8]([CH:12]([CH3:14])[CH3:13])[C:7]=2[OH:15])[CH3:5])[CH2:3][CH2:2]1.C(=O)([O-])[O-].[K+].[K+].Br[CH2:23][C:24]([O:26][CH2:27][CH3:28])=[O:25]. (10) Given the product [Cl:1][C:2]1[CH:3]=[CH:4][C:5]([CH2:8][C:9]([NH:26][NH:25][C:22]2[N:23]=[N:24][C:19]([C:14]3[CH:15]=[CH:16][CH:17]=[CH:18][C:13]=3[Cl:12])=[C:20]([C:36]3[CH:41]=[CH:40][C:39]([Cl:42])=[CH:38][CH:37]=3)[CH:21]=2)=[O:11])=[CH:6][CH:7]=1, predict the reactants needed to synthesize it. The reactants are: [Cl:1][C:2]1[CH:7]=[CH:6][C:5]([CH2:8][C:9]([OH:11])=O)=[CH:4][CH:3]=1.[Cl:12][C:13]1[CH:18]=[CH:17][CH:16]=[CH:15][C:14]=1[C:19]1[N:24]=[N:23][C:22]([NH:25][NH:26]C(=O)CC2CCOCC2)=[CH:21][C:20]=1[C:36]1[CH:41]=[CH:40][C:39]([Cl:42])=[CH:38][CH:37]=1.